This data is from TCR-epitope binding with 47,182 pairs between 192 epitopes and 23,139 TCRs. The task is: Binary Classification. Given a T-cell receptor sequence (or CDR3 region) and an epitope sequence, predict whether binding occurs between them. (1) The epitope is TLIGDCATV. The TCR CDR3 sequence is CASSLAGSNQPQHF. Result: 1 (the TCR binds to the epitope). (2) The epitope is IVTDFSVIK. The TCR CDR3 sequence is CASSSDRVYTEAFF. Result: 1 (the TCR binds to the epitope). (3) The epitope is TLIGDCATV. The TCR CDR3 sequence is CASSEWGMDGTTDTQYF. Result: 1 (the TCR binds to the epitope). (4) The epitope is DRFYKTLRAEQASQEV. The TCR CDR3 sequence is CASSLELGLVGDTQYF. Result: 0 (the TCR does not bind to the epitope). (5) The epitope is FLPRVFSAV. The TCR CDR3 sequence is CASSYITNNEQFF. Result: 1 (the TCR binds to the epitope). (6) The epitope is EIYKRWII. The TCR CDR3 sequence is CASSPGKLDSEETQYF. Result: 0 (the TCR does not bind to the epitope). (7) The epitope is CINGVCWTV. The TCR CDR3 sequence is CASSLWDSLNTEAFF. Result: 0 (the TCR does not bind to the epitope). (8) The epitope is EHPTFTSQYRIQGKL. The TCR CDR3 sequence is CASSPATSGNNEQFF. Result: 0 (the TCR does not bind to the epitope).